Dataset: Catalyst prediction with 721,799 reactions and 888 catalyst types from USPTO. Task: Predict which catalyst facilitates the given reaction. (1) Reactant: [F:1][C:2]1[CH:3]=[C:4]([CH2:26]O)[CH:5]=[CH:6][C:7]=1[C:8]1[S:9][C:10]2[C:15]([N:16]=1)=[CH:14][CH:13]=[C:12]([C:17]1([C:20]3[CH:25]=[CH:24][CH:23]=[CH:22][CH:21]=3)[CH2:19][CH2:18]1)[N:11]=2.C1(P(C2C=CC=CC=2)C2C=CC=CC=2)C=CC=CC=1.C(Br)(Br)(Br)[Br:48]. Product: [Br:48][CH2:26][C:4]1[CH:5]=[CH:6][C:7]([C:8]2[S:9][C:10]3[C:15]([N:16]=2)=[CH:14][CH:13]=[C:12]([C:17]2([C:20]4[CH:25]=[CH:24][CH:23]=[CH:22][CH:21]=4)[CH2:19][CH2:18]2)[N:11]=3)=[C:2]([F:1])[CH:3]=1. The catalyst class is: 2. (2) Reactant: [F:1][C:2]1[CH:30]=[CH:29][C:5]([CH2:6][N:7]2[C:15]3[C:10](=[CH:11][CH:12]=[CH:13][CH:14]=3)[C:9]3[CH2:16][CH:17]([CH2:27][OH:28])[N:18]([C:20]([O:22][C:23]([CH3:26])([CH3:25])[CH3:24])=[O:21])[CH2:19][C:8]2=3)=[CH:4][CH:3]=1.CCN(CC)CC.[CH3:38][S:39](Cl)(=[O:41])=[O:40]. Product: [F:1][C:2]1[CH:30]=[CH:29][C:5]([CH2:6][N:7]2[C:15]3[C:10](=[CH:11][CH:12]=[CH:13][CH:14]=3)[C:9]3[CH2:16][CH:17]([CH2:27][O:28][S:39]([CH3:38])(=[O:41])=[O:40])[N:18]([C:20]([O:22][C:23]([CH3:26])([CH3:24])[CH3:25])=[O:21])[CH2:19][C:8]2=3)=[CH:4][CH:3]=1. The catalyst class is: 34. (3) Reactant: [O:1]1[CH2:5][CH2:4][O:3][CH:2]1[C:6]1[CH:11]=[CH:10][C:9]([CH:12]([C:20]([O:22][C:23]([CH3:26])([CH3:25])[CH3:24])=[O:21])[C:13]([O:15][C:16]([CH3:19])([CH3:18])[CH3:17])=[O:14])=[CH:8][C:7]=1[F:27].IC.[C:30](=O)([O-])[O-].[K+].[K+].O. Product: [O:1]1[CH2:5][CH2:4][O:3][CH:2]1[C:6]1[CH:11]=[CH:10][C:9]([C:12]([CH3:30])([C:20]([O:22][C:23]([CH3:26])([CH3:25])[CH3:24])=[O:21])[C:13]([O:15][C:16]([CH3:17])([CH3:18])[CH3:19])=[O:14])=[CH:8][C:7]=1[F:27]. The catalyst class is: 3. (4) Reactant: C=O.[N:3]1[C:10]([NH2:11])=[N:9][C:7]([NH2:8])=[N:6][C:4]=1[NH2:5]. Product: [C:4]1([NH2:5])[N:6]=[C:7]([NH2:8])[N:9]=[C:10]([NH2:11])[N:3]=1. The catalyst class is: 6. (5) Reactant: [Cl-].[Cl-].[Cl-].[Al+3].[C:5]1([CH3:15])[CH:10]=[CH:9][C:8]([CH2:11][C:12](Cl)=[O:13])=[CH:7][CH:6]=1.[Cl:16][C:17]1[CH:24]=[CH:23][CH:22]=[CH:21][C:18]=1[CH:19]=[CH2:20]. Product: [Cl:16][C:17]1[CH:24]=[CH:23][CH:22]=[CH:21][C:18]=1[CH:19]1[C:9]2[C:8](=[CH:7][CH:6]=[C:5]([CH3:15])[CH:10]=2)[CH2:11][C:12](=[O:13])[CH2:20]1. The catalyst class is: 4. (6) Reactant: [CH3:1][O:2][C:3]1[CH:11]=[CH:10][CH:9]=[C:8]2[C:4]=1[CH2:5][N:6](C(OC(C)(C)C)=O)[CH2:7]2.CCOC(C)=O. Product: [CH3:1][O:2][C:3]1[CH:11]=[CH:10][CH:9]=[C:8]2[C:4]=1[CH2:5][NH:6][CH2:7]2. The catalyst class is: 818. (7) Reactant: [CH3:1][O:2][C:3]([C:5]1[S:6][C:7]([Br:27])=[CH:8][C:9]=1[N:10]([C:18]([C@H:20]1[CH2:25][CH2:24][C@H:23]([CH3:26])[CH2:22][CH2:21]1)=[O:19])[CH:11]1[CH2:16][CH2:15][C:14](=[O:17])[CH2:13][CH2:12]1)=[O:4].[BH4-].[Na+].CCCCCC.CCOC(C)=O.Cl. Product: [CH3:1][O:2][C:3]([C:5]1[S:6][C:7]([Br:27])=[CH:8][C:9]=1[N:10]([C@H:11]1[CH2:12][CH2:13][C@H:14]([OH:17])[CH2:15][CH2:16]1)[C:18]([C@H:20]1[CH2:21][CH2:22][C@H:23]([CH3:26])[CH2:24][CH2:25]1)=[O:19])=[O:4]. The catalyst class is: 5. (8) Reactant: [F:1][C:2]1[CH:3]=[C:4]([CH2:9][C:10]([NH:12][C@H:13]([C:15]([NH:17][C@@H:18]2[C:24](=[O:25])[NH:23][C:22]3[CH:26]=[CH:27][CH:28]=[CH:29][C:21]=3[O:20][C@@H:19]2[C:30]2[CH:35]=[CH:34][CH:33]=[CH:32][CH:31]=2)=[O:16])[CH3:14])=[O:11])[CH:5]=[C:6]([F:8])[CH:7]=1.Br[CH2:37][CH:38]1[CH2:40][CH2:39]1.[C:41](=O)([O-])[O-:42].[Cs+].[Cs+]. Product: [CH:40]1([CH2:39][N:23]2[C:22]3[CH:26]=[C:27]([O:42][CH3:41])[CH:28]=[CH:29][C:21]=3[O:20][C@H:19]([C:30]3[CH:31]=[CH:32][CH:33]=[CH:34][CH:35]=3)[C@H:18]([NH:17][C:15](=[O:16])[C@H:13]([CH3:14])[NH:12][C:10](=[O:11])[CH2:9][C:4]3[CH:5]=[C:6]([F:8])[CH:7]=[C:2]([F:1])[CH:3]=3)[C:24]2=[O:25])[CH2:38][CH2:37]1. The catalyst class is: 18.